Task: Regression. Given a peptide amino acid sequence and an MHC pseudo amino acid sequence, predict their binding affinity value. This is MHC class II binding data.. Dataset: Peptide-MHC class II binding affinity with 134,281 pairs from IEDB (1) The peptide sequence is IYEPEDLGNCLNKSD. The MHC is DRB1_0401 with pseudo-sequence DRB1_0401. The binding affinity (normalized) is 0.324. (2) The peptide sequence is AAASVPAADKFKTFE. The MHC is DRB3_0202 with pseudo-sequence DRB3_0202. The binding affinity (normalized) is 0.0950. (3) The peptide sequence is YDKFLARVSTVLTGK. The MHC is DRB1_0101 with pseudo-sequence DRB1_0101. The binding affinity (normalized) is 0.844. (4) The peptide sequence is ITYGETGGNSPVQEF. The MHC is DRB1_0701 with pseudo-sequence DRB1_0701. The binding affinity (normalized) is 0.309. (5) The binding affinity (normalized) is 0.0330. The MHC is DRB5_0101 with pseudo-sequence DRB5_0101. The peptide sequence is KPSLFGQAAAGDK. (6) The peptide sequence is HVKHFVINLIGDFEV. The MHC is HLA-DPA10103-DPB10401 with pseudo-sequence HLA-DPA10103-DPB10401. The binding affinity (normalized) is 0.820. (7) The peptide sequence is EKKYFAAGQFEPLAA. The MHC is HLA-DPA10201-DPB11401 with pseudo-sequence HLA-DPA10201-DPB11401. The binding affinity (normalized) is 0.575. (8) The peptide sequence is YDKFLANVSMVLTGK. The MHC is DRB1_0802 with pseudo-sequence DRB1_0802. The binding affinity (normalized) is 0.355. (9) The peptide sequence is EAAAIFMTATPPGTA. The MHC is DRB1_0701 with pseudo-sequence DRB1_0701. The binding affinity (normalized) is 0.643.